Dataset: Catalyst prediction with 721,799 reactions and 888 catalyst types from USPTO. Task: Predict which catalyst facilitates the given reaction. (1) Reactant: [F:1][C:2]1[CH:3]=[CH:4][C:5]([O:15][CH2:16][C:17]2[CH:22]=[CH:21][C:20]([F:23])=[CH:19][CH:18]=2)=[C:6]([C:8](=O)[CH2:9][CH2:10][C:11](=O)[CH3:12])[CH:7]=1.[NH2:24][C:25]1[CH:26]=[C:27]([C:35]([OH:37])=[O:36])[C:28]2[C:33]([CH:34]=1)=[CH:32][CH:31]=[CH:30][CH:29]=2.CC1C=CC(S(O)(=O)=O)=CC=1.Cl. The catalyst class is: 496. Product: [F:1][C:2]1[CH:3]=[CH:4][C:5]([O:15][CH2:16][C:17]2[CH:22]=[CH:21][C:20]([F:23])=[CH:19][CH:18]=2)=[C:6]([C:8]2[N:24]([C:25]3[CH:26]=[C:27]([C:35]([OH:37])=[O:36])[C:28]4[C:33]([CH:34]=3)=[CH:32][CH:31]=[CH:30][CH:29]=4)[C:11]([CH3:12])=[CH:10][CH:9]=2)[CH:7]=1. (2) Reactant: [F:1][C:2]1([F:8])[CH2:5][CH:4]([CH2:6][OH:7])[CH2:3]1.ClCCl.C(N(CC)CC)C.[CH3:19][S:20](Cl)(=[O:22])=[O:21]. The catalyst class is: 6. Product: [CH3:19][S:20]([O:7][CH2:6][CH:4]1[CH2:5][C:2]([F:8])([F:1])[CH2:3]1)(=[O:22])=[O:21].